From a dataset of Full USPTO retrosynthesis dataset with 1.9M reactions from patents (1976-2016). Predict the reactants needed to synthesize the given product. (1) Given the product [Cl:38][C:35]1[S:34][C:33]([C:31](=[O:32])[CH2:30][N:9]2[C:10](=[O:11])[C:5]3[CH:4]=[C:3]([CH2:1][CH3:2])[S:28][C:6]=3[N:7]([CH2:13][C:14]3[CH:19]=[CH:18][C:17]([C:20]4[C:21]([C:26]#[N:27])=[CH:22][CH:23]=[CH:24][CH:25]=4)=[CH:16][CH:15]=3)[C:8]2=[O:12])=[CH:37][CH:36]=1, predict the reactants needed to synthesize it. The reactants are: [CH2:1]([C:3]1[S:28][C:6]2[N:7]([CH2:13][C:14]3[CH:19]=[CH:18][C:17]([C:20]4[C:21]([C:26]#[N:27])=[CH:22][CH:23]=[CH:24][CH:25]=4)=[CH:16][CH:15]=3)[C:8](=[O:12])[NH:9][C:10](=[O:11])[C:5]=2[CH:4]=1)[CH3:2].Br[CH2:30][C:31]([C:33]1[S:34][C:35]([Cl:38])=[CH:36][CH:37]=1)=[O:32].CN(C)C=O.[H-].[Na+]. (2) Given the product [CH2:1]([O:3][C:4](=[O:18])[CH:5]([O:15][CH2:16][CH3:17])[CH2:6][C:7]1[CH:12]=[CH:11][C:10]([O:13][CH2:20][C:21]2[N:22]=[C:23]([C:26]3[CH:31]=[CH:30][C:29]([CH:32]([CH3:34])[CH3:33])=[CH:28][CH:27]=3)[S:24][CH:25]=2)=[C:9]([F:14])[CH:8]=1)[CH3:2], predict the reactants needed to synthesize it. The reactants are: [CH2:1]([O:3][C:4](=[O:18])[CH:5]([O:15][CH2:16][CH3:17])[CH2:6][C:7]1[CH:12]=[CH:11][C:10]([OH:13])=[C:9]([F:14])[CH:8]=1)[CH3:2].Cl[CH2:20][C:21]1[N:22]=[C:23]([C:26]2[CH:31]=[CH:30][C:29]([CH:32]([CH3:34])[CH3:33])=[CH:28][CH:27]=2)[S:24][CH:25]=1.C(C1C=CC(C(N)=S)=CC=1)(C)C.ClCC(CCl)=O.C(=O)([O-])[O-].[Cs+].[Cs+]. (3) Given the product [C:15]1([C:7]2[C:6]([C:4]3[N:3]=[CH:2][N:1]([C:22]4[CH:27]=[CH:26][C:25]([C:28]([F:31])([F:30])[F:29])=[CH:24][N:23]=4)[CH:5]=3)=[C:10]([C:11]([F:14])([F:12])[F:13])[O:9][N:8]=2)[CH:16]=[CH:17][CH:18]=[CH:19][CH:20]=1, predict the reactants needed to synthesize it. The reactants are: [NH:1]1[CH:5]=[C:4]([C:6]2[C:7]([C:15]3[CH:20]=[CH:19][CH:18]=[CH:17][CH:16]=3)=[N:8][O:9][C:10]=2[C:11]([F:14])([F:13])[F:12])[N:3]=[CH:2]1.F[C:22]1[CH:27]=[CH:26][C:25]([C:28]([F:31])([F:30])[F:29])=[CH:24][N:23]=1. (4) Given the product [CH3:24][N:25]1[C:26](=[O:51])[C:27]([NH:40][C:41]2[CH:50]=[C:44]3[CH2:45][N:46]([CH3:49])[CH2:47][CH2:48][N:43]3[N:42]=2)=[CH:28][C:29]([C:2]2[CH:9]=[N:8][CH:7]=[C:6]([N:10]3[CH2:22][CH2:21][N:13]4[C:14]5[CH2:15][CH2:16][CH2:17][CH2:18][C:19]=5[CH:20]=[C:12]4[C:11]3=[O:23])[C:3]=2[CH:4]=[O:5])=[CH:30]1, predict the reactants needed to synthesize it. The reactants are: Br[C:2]1[CH:9]=[N:8][CH:7]=[C:6]([N:10]2[CH2:22][CH2:21][N:13]3[C:14]4[CH2:15][CH2:16][CH2:17][CH2:18][C:19]=4[CH:20]=[C:12]3[C:11]2=[O:23])[C:3]=1[CH:4]=[O:5].[CH3:24][N:25]1[CH:30]=[C:29](B2OC(C)(C)C(C)(C)O2)[CH:28]=[C:27]([NH:40][C:41]2[CH:50]=[C:44]3[CH2:45][N:46]([CH3:49])[CH2:47][CH2:48][N:43]3[N:42]=2)[C:26]1=[O:51].[O-]P([O-])([O-])=O.[K+].[K+].[K+].